From a dataset of Reaction yield outcomes from USPTO patents with 853,638 reactions. Predict the reaction yield, written as a fraction of the theoretical maximum amount of product (1.0 means a 100% yield; for example, 0.34 means a 34% yield). (1) The reactants are [Br:1][C:2]1[CH:3]=[C:4]([C@@:9]([NH2:15])([CH2:11][C:12]([CH3:14])=[CH2:13])[CH3:10])[CH:5]=[CH:6][C:7]=1[F:8].[C:16]([N:24]=[C:25]=[S:26])(=[O:23])[C:17]1[CH:22]=[CH:21][CH:20]=[CH:19][CH:18]=1.ClCCl. The catalyst is C1COCC1. The product is [Br:1][C:2]1[CH:3]=[C:4]([C@@:9]([NH:15][C:25]([NH:24][C:16](=[O:23])[C:17]2[CH:18]=[CH:19][CH:20]=[CH:21][CH:22]=2)=[S:26])([CH2:11][C:12]([CH3:14])=[CH2:13])[CH3:10])[CH:5]=[CH:6][C:7]=1[F:8]. The yield is 0.840. (2) The product is [ClH:1].[CH3:8][S:9]([C:12]1[CH:17]=[CH:16][C:15]([C:18]2[C:19]([CH2:30][C:31]3[CH:36]=[CH:35][C:34]([O:37][CH2:38][CH2:39][N:40]4[CH2:45][CH2:44][CH2:43][CH2:42][CH2:41]4)=[CH:33][CH:32]=3)=[C:20]3[C:25](=[CH:26][CH:27]=2)[CH:24]=[C:23]([OH:28])[CH:22]=[CH:21]3)=[CH:14][CH:13]=1)(=[O:11])=[O:10]. The yield is 0.800. The reactants are [ClH:1].N1C=CC=CC=1.[CH3:8][S:9]([C:12]1[CH:17]=[CH:16][C:15]([C:18]2[CH:27]=[CH:26][C:25]3[C:20](=[CH:21][CH:22]=[C:23]([O:28]C)[CH:24]=3)[C:19]=2[CH2:30][C:31]2[CH:36]=[CH:35][C:34]([O:37][CH2:38][CH2:39][N:40]3[CH2:45][CH2:44][CH2:43][CH2:42][CH2:41]3)=[CH:33][CH:32]=2)=[CH:14][CH:13]=1)(=[O:11])=[O:10]. No catalyst specified. (3) The reactants are [CH3:1][C:2]1[CH:7]=[CH:6][C:5]([CH2:8][N:9]([CH:22]2[CH2:27][CH2:26][N:25]([CH3:28])[CH2:24][CH2:23]2)[C:10](=[O:21])[CH2:11][C:12]2[CH:17]=[CH:16][C:15]([O:18]C)=[C:14]([OH:20])[CH:13]=2)=[CH:4][CH:3]=1.B(Br)(Br)Br. The catalyst is C(Cl)Cl. The product is [CH3:1][C:2]1[CH:3]=[CH:4][C:5]([CH2:8][N:9]([CH:22]2[CH2:27][CH2:26][N:25]([CH3:28])[CH2:24][CH2:23]2)[C:10](=[O:21])[CH2:11][C:12]2[CH:17]=[CH:16][C:15]([OH:18])=[C:14]([OH:20])[CH:13]=2)=[CH:6][CH:7]=1. The yield is 0.480. (4) The reactants are [CH2:1]([N:8]1[C:20]2[CH:19]=[C:18]([C:21]3[C:22]([CH3:27])=[N:23][O:24][C:25]=3[CH3:26])[CH:17]=[C:16]([C:28]#[N:29])[C:15]=2[C:14]2[C:9]1=[CH:10][C:11]([C:30]([OH:33])([CH3:32])[CH3:31])=[CH:12][CH:13]=2)[C:2]1[CH:7]=[CH:6][CH:5]=[CH:4][CH:3]=1.C([O-])([O-])=[O:35].[K+].[K+].OO. The catalyst is CS(C)=O.O. The product is [CH2:1]([N:8]1[C:20]2[CH:19]=[C:18]([C:21]3[C:22]([CH3:27])=[N:23][O:24][C:25]=3[CH3:26])[CH:17]=[C:16]([C:28]([NH2:29])=[O:35])[C:15]=2[C:14]2[C:9]1=[CH:10][C:11]([C:30]([OH:33])([CH3:31])[CH3:32])=[CH:12][CH:13]=2)[C:2]1[CH:3]=[CH:4][CH:5]=[CH:6][CH:7]=1. The yield is 0.750. (5) The reactants are Cl[C:2]1[C:3]([C:12]#[N:13])=[N:4][CH:5]=[CH:6][C:7]=1[C:8]([F:11])([F:10])[F:9].[CH3:14][O:15][C:16](=[O:19])[CH2:17][SH:18].C(=O)([O-])[O-].[K+].[K+]. The catalyst is CC#N. The product is [NH2:13][C:12]1[C:3]2=[N:4][CH:5]=[CH:6][C:7]([C:8]([F:11])([F:10])[F:9])=[C:2]2[S:18][C:17]=1[C:16]([O:15][CH3:14])=[O:19]. The yield is 0.624. (6) The reactants are [CH2:1]([NH:8][CH2:9][C:10]1[CH:15]=[CH:14][CH:13]=[CH:12][CH:11]=1)[C:2]1[CH:7]=[CH:6][CH:5]=[CH:4][CH:3]=1.[C:16]1(=O)[CH2:21][CH2:20][C:19](=[O:22])[CH2:18][CH2:17]1. The catalyst is C(O)C.[C].[Pd]. The product is [OH:22][C:19]1[CH:20]=[CH:21][C:16]([N:8]([CH2:1][C:2]2[CH:7]=[CH:6][CH:5]=[CH:4][CH:3]=2)[CH2:9][C:10]2[CH:15]=[CH:14][CH:13]=[CH:12][CH:11]=2)=[CH:17][CH:18]=1. The yield is 0.570. (7) The reactants are [C:1]([O:5][C:6]([N:8]1[CH2:12][CH2:11][CH2:10][C:9]1=[O:13])=[O:7])([CH3:4])([CH3:3])[CH3:2].[C:14]1([Mg]Br)[CH:19]=[CH:18][CH:17]=[CH:16][CH:15]=1.Cl. The catalyst is C1COCC1. The product is [C:1]([O:5][C:6](=[O:7])[NH:8][CH2:12][CH2:11][CH2:10][C:9](=[O:13])[C:14]1[CH:19]=[CH:18][CH:17]=[CH:16][CH:15]=1)([CH3:4])([CH3:3])[CH3:2]. The yield is 0.960.